From a dataset of Peptide-MHC class II binding affinity with 134,281 pairs from IEDB. Regression. Given a peptide amino acid sequence and an MHC pseudo amino acid sequence, predict their binding affinity value. This is MHC class II binding data. (1) The peptide sequence is RKGVLFNIQYVNYWF. The MHC is DRB1_1302 with pseudo-sequence DRB1_1302. The binding affinity (normalized) is 0. (2) The peptide sequence is VDIKPKDSDEFIPMK. The MHC is HLA-DPA10201-DPB10501 with pseudo-sequence HLA-DPA10201-DPB10501. The binding affinity (normalized) is 0.569.